Dataset: Full USPTO retrosynthesis dataset with 1.9M reactions from patents (1976-2016). Task: Predict the reactants needed to synthesize the given product. (1) Given the product [N+:25]([C:20]1[CH:19]([CH2:28][NH:1][C:2]2[CH:3]=[CH:4][C:5]([C:8]3[NH:12][N:11]=[CH:10][CH:9]=3)=[CH:6][CH:7]=2)[CH:17]2[CH2:18][C:14]([CH3:13])([CH3:30])[O:15][C:16]2=[C:22]([CH3:23])[C:21]=1[CH3:24])([O-:27])=[O:26], predict the reactants needed to synthesize it. The reactants are: [NH2:1][C:2]1[CH:7]=[CH:6][C:5]([C:8]2[NH:12][N:11]=[CH:10][CH:9]=2)=[CH:4][CH:3]=1.[CH3:13][C:14]1([CH3:30])[CH2:18][CH:17]2[CH:19]([CH:28]=O)[C:20]([N+:25]([O-:27])=[O:26])=[C:21]([CH3:24])[C:22]([CH3:23])=[C:16]2[O:15]1.C(O)(=O)C.O1CCCC1. (2) Given the product [CH3:43][N:44]([CH3:45])[CH2:42]/[CH:41]=[CH:3]/[C:4]([NH:5][C:6]1[CH:7]=[C:8]2[C:13](=[CH:14][C:15]=1[O:16][C@H:17]1[CH2:21][CH2:20][O:19][CH2:18]1)[N:12]=[CH:11][N:10]=[C:9]2[NH:22][C:23]1[CH:28]=[CH:27][C:26]([O:29][C:30]2[CH:35]=[CH:34][CH:33]=[CH:32][CH:31]=2)=[CH:25][CH:24]=1)=[O:36], predict the reactants needed to synthesize it. The reactants are: C([C:3]([CH2:41][CH3:42])(P(=O)([O-])[O-])[C:4](=[O:36])[NH:5][C:6]1[CH:7]=[C:8]2[C:13](=[CH:14][C:15]=1[O:16][C@H:17]1[CH2:21][CH2:20][O:19][CH2:18]1)[N:12]=[CH:11][N:10]=[C:9]2[NH:22][C:23]1[CH:28]=[CH:27][C:26]([O:29][C:30]2[CH:35]=[CH:34][CH:33]=[CH:32][CH:31]=2)=[CH:25][CH:24]=1)C.[CH3:43][N:44](C)[CH2:45]C(O)S([O-])(=O)=O.[Na+].[Li+].[Cl-].CC([O-])(C)C.[K+]. (3) Given the product [F:21][C:22]1([F:36])[CH2:24][C@@H:23]1[CH2:25][O:26][C:27]1[CH:35]=[CH:34][C:30]([C:31]([O:20][C:3]2[C:2]([NH:1][C:31](=[O:32])[C:30]3[CH:34]=[CH:35][C:27]([O:26][CH2:25][C@H:23]4[CH2:24][C:22]4([F:36])[F:21])=[CH:28][CH:29]=3)=[CH:7][N:6]=[C:5]([O:8][CH2:9][C@@H:10]([NH:12][C:13]([O:14][C:15]([CH3:16])([CH3:18])[CH3:17])=[O:19])[CH3:11])[CH:4]=2)=[O:32])=[CH:29][CH:28]=1, predict the reactants needed to synthesize it. The reactants are: [NH2:1][C:2]1[C:3]([OH:20])=[CH:4][C:5]([O:8][CH2:9][C@@H:10]([NH:12][C:13](=[O:19])[O:14][C:15]([CH3:18])([CH3:17])[CH3:16])[CH3:11])=[N:6][CH:7]=1.[F:21][C:22]1([F:36])[CH2:24][C@@H:23]1[CH2:25][O:26][C:27]1[CH:35]=[CH:34][C:30]([C:31](O)=[O:32])=[CH:29][CH:28]=1. (4) Given the product [CH3:1][C:2]1[N:6]2[CH:7]=[C:8]([CH2:11][OH:12])[CH:9]=[CH:10][C:5]2=[N:4][C:3]=1[CH:15]([CH3:17])[CH3:16], predict the reactants needed to synthesize it. The reactants are: [CH3:1][C:2]1[N:6]2[CH:7]=[C:8]([C:11](OC)=[O:12])[CH:9]=[CH:10][C:5]2=[N:4][C:3]=1[CH:15]([CH3:17])[CH3:16].[H-].[H-].[H-].[H-].[Li+].[Al+3]. (5) The reactants are: C[O:2][C:3](=O)[C:4]([N:7]1[CH:11]=[C:10]([NH:12][C:13](=[O:26])[CH:14]([NH:18][C:19]([O:21][C:22]([CH3:25])([CH3:24])[CH3:23])=[O:20])[CH2:15][CH2:16][CH3:17])[N:9]=[CH:8]1)([CH3:6])[CH3:5].[H-].[Al+3].[Li+].[H-].[H-].[H-]. Given the product [C:22]([O:21][C:19](=[O:20])[NH:18][CH:14]([C:13](=[O:26])[NH:12][C:10]1[N:9]=[CH:8][N:7]([C:4]([CH3:6])([CH3:5])[CH2:3][OH:2])[CH:11]=1)[CH2:15][CH2:16][CH3:17])([CH3:23])([CH3:24])[CH3:25], predict the reactants needed to synthesize it. (6) Given the product [O:34]1[CH2:35][CH2:36][CH:32]([C:4]2[C:5]3[N:9]=[C:8]([C:10]4([CH2:23][NH2:24])[CH2:15][CH2:14][NH:13][CH2:12][CH2:11]4)[NH:7][C:6]=3[CH:31]=[CH:2][CH:3]=2)[CH2:33]1, predict the reactants needed to synthesize it. The reactants are: Cl[C:2]1[CH:3]=[C:4]([C:32]2[CH:36]=[CH:35][O:34][CH:33]=2)[C:5]2[N:9]=[C:8]([C:10]3([C:23]#[N:24])[CH2:15][CH2:14][N:13](C(OC(C)(C)C)=O)[CH2:12][CH2:11]3)[N:7](S(=O)(=O)N(C)C)[C:6]=2[CH:31]=1.C1COCC1.[OH-].[Na+].O. (7) Given the product [CH2:1]([O:3][C:4]([C:5]1([S:6]([C:9]2[CH:10]=[CH:11][C:12]([O:15][CH2:16][CH2:17][CH:18]([CH3:20])[CH3:19])=[CH:13][CH:14]=2)(=[O:7])=[O:8])[CH2:31][CH2:30][N:26]([CH2:22][CH2:23][CH2:24][CH3:25])[CH2:27][CH2:28]1)=[O:21])[CH3:2].[CH2:44]([N:41]1[CH2:42][CH2:43][C:38]([S:48]([C:51]2[CH:56]=[CH:55][CH:54]=[CH:53][C:52]=2[O:57][CH2:58][CH2:59][CH:60]([CH3:61])[CH3:62])(=[O:50])=[O:49])([C:36]([OH:37])=[O:35])[CH2:39][CH2:40]1)[CH2:45][CH2:46][CH3:47], predict the reactants needed to synthesize it. The reactants are: [CH2:1]([O:3][C:4](=[O:21])[CH2:5][S:6]([C:9]1[CH:14]=[CH:13][C:12]([O:15][CH2:16][CH2:17][CH:18]([CH3:20])[CH3:19])=[CH:11][CH:10]=1)(=[O:8])=[O:7])[CH3:2].[CH2:22]([N:26]([CH2:30][CH2:31]Cl)[CH2:27][CH2:28]Cl)[CH2:23][CH2:24][CH3:25].C([O:35][C:36]([C:38]1([S:48]([C:51]2[CH:56]=[CH:55][CH:54]=[CH:53][C:52]=2[O:57][CH2:58][CH2:59][CH:60]([CH3:62])[CH3:61])(=[O:50])=[O:49])[CH2:43][CH2:42][N:41]([CH2:44][CH2:45][CH2:46][CH3:47])[CH2:40][CH2:39]1)=[O:37])C. (8) Given the product [Cl:12][C:13]1[N:14]=[C:15]([C:29]2[N:34]=[CH:33][CH:32]=[CH:31][N:30]=2)[N:16]=[C:17]([NH:9][S:6]([CH2:5][CH2:4][C:3]([CH3:11])([CH3:10])[CH3:2])(=[O:8])=[O:7])[C:18]=1[O:19][C:20]1[CH:25]=[CH:24][CH:23]=[CH:22][C:21]=1[O:26][CH3:27], predict the reactants needed to synthesize it. The reactants are: [K].[CH3:2][C:3]([CH3:11])([CH3:10])[CH2:4][CH2:5][S:6]([NH2:9])(=[O:8])=[O:7].[Cl:12][C:13]1[C:18]([O:19][C:20]2[CH:25]=[CH:24][CH:23]=[CH:22][C:21]=2[O:26][CH3:27])=[C:17](Cl)[N:16]=[C:15]([C:29]2[N:34]=[CH:33][CH:32]=[CH:31][N:30]=2)[N:14]=1. (9) Given the product [CH2:1]([O:5][C:9]1[CH:10]=[C:11]([CH3:13])[CH:12]=[C:7]([CH3:6])[CH:8]=1)[CH2:2][CH2:3][CH3:4], predict the reactants needed to synthesize it. The reactants are: [CH2:1]([OH:5])[CH2:2][CH2:3][CH3:4].[CH3:6][C:7]1[CH:8]=[C:9](I)[CH:10]=[C:11]([CH3:13])[CH:12]=1.C([O-])([O-])=O.[Cs+].[Cs+].CCCCCCCCCCCC. (10) Given the product [OH:42][CH2:41][C:39]1[CH:40]=[C:35]([C:31]2[CH:30]=[C:29]([C:27]3[CH2:26][C:25](=[O:50])[NH:24][C:9]4[CH:10]=[C:11]([C:20]([F:22])([F:21])[F:23])[C:12]([O:14][CH2:15][C:16]([F:19])([F:18])[F:17])=[CH:13][C:8]=4[N:7]=3)[CH:34]=[CH:33][CH:32]=2)[CH:36]=[C:37]([CH3:49])[N:38]=1, predict the reactants needed to synthesize it. The reactants are: C(OC(=O)[NH:7][C:8]1[CH:13]=[C:12]([O:14][CH2:15][C:16]([F:19])([F:18])[F:17])[C:11]([C:20]([F:23])([F:22])[F:21])=[CH:10][C:9]=1[NH:24][C:25](=[O:50])[CH2:26][C:27]([C:29]1[CH:34]=[CH:33][CH:32]=[C:31]([C:35]2[CH:40]=[C:39]([CH2:41][O:42]C3CCCCO3)[N:38]=[C:37]([CH3:49])[CH:36]=2)[CH:30]=1)=O)(C)(C)C.C(O)(C(F)(F)F)=O.